Regression/Classification. Given a drug SMILES string, predict its absorption, distribution, metabolism, or excretion properties. Task type varies by dataset: regression for continuous measurements (e.g., permeability, clearance, half-life) or binary classification for categorical outcomes (e.g., BBB penetration, CYP inhibition). Dataset: hlm. From a dataset of Human liver microsome stability data. (1) The drug is O=C(NOC[C@H](O)CO)c1ccc(F)c(F)c1Nc1ccc(I)cc1F. The result is 0 (unstable in human liver microsomes). (2) The molecule is O=C(N[C@H]1CN2CCC1CC2)c1cc2ccoc2cn1. The result is 0 (unstable in human liver microsomes). (3) The result is 1 (stable in human liver microsomes). The compound is CCn1ccc2c3c(O)cc(-c4ccccc4)nc3ccc21. (4) The compound is CCCSc1nncc(-c2cnnc(SCCC)n2)n1. The result is 1 (stable in human liver microsomes). (5) The compound is Nc1ccc(Oc2ccc(S(=O)(=O)CC3CS3)cc2)cc1. The result is 0 (unstable in human liver microsomes).